This data is from Forward reaction prediction with 1.9M reactions from USPTO patents (1976-2016). The task is: Predict the product of the given reaction. (1) Given the reactants [N:1]1[C:10]2[C:9](=[O:11])[NH:8][CH:7]=[CH:6][C:5]=2[CH:4]=[CH:3][CH:2]=1.[Cl:12]C1C=CC=C(C(OO)=O)C=1.C(Cl)(=O)C(Cl)=O, predict the reaction product. The product is: [Cl:12][C:2]1[CH:3]=[CH:4][C:5]2[C:10](=[C:9]([OH:11])[N:8]=[CH:7][CH:6]=2)[N:1]=1. (2) The product is: [Br:1][C:2]1[CH:7]=[CH:6][C:5]([CH:8]([CH3:21])[C:9]([C:11]2[CH:12]=[CH:13][C:14](=[O:18])[N:15]([CH3:17])[CH:16]=2)=[O:10])=[C:4]([Cl:19])[CH:3]=1. Given the reactants [Br:1][C:2]1[CH:7]=[CH:6][C:5]([CH2:8][C:9]([C:11]2[CH:12]=[CH:13][C:14](=[O:18])[N:15]([CH3:17])[CH:16]=2)=[O:10])=[C:4]([Cl:19])[CH:3]=1.I[CH3:21], predict the reaction product. (3) Given the reactants [CH2:1]([O:3][C:4](=[O:16])[CH2:5][C:6]1[NH:11][C:10]2[CH:12]=[CH:13][CH:14]=[CH:15][C:9]=2[S:8][CH:7]=1)[CH3:2].[C:17]([O:21][C:22](O[C:22]([O:21][C:17]([CH3:20])([CH3:19])[CH3:18])=[O:23])=[O:23])([CH3:20])([CH3:19])[CH3:18], predict the reaction product. The product is: [C:17]([O:21][C:22]([N:11]1[C:10]2[CH:12]=[CH:13][CH:14]=[CH:15][C:9]=2[S:8][CH:7]=[C:6]1[CH2:5][C:4]([O:3][CH2:1][CH3:2])=[O:16])=[O:23])([CH3:20])([CH3:19])[CH3:18]. (4) Given the reactants [Cl:1][C:2]1[C:10]2[N:9]=[C:8]([NH:11][C:12]3[C:13]([CH3:21])=[CH:14][C:15]([N:18]([CH3:20])[CH3:19])=[N:16][CH:17]=3)[N:7]([CH2:22][CH:23]=[CH2:24])[C:6]=2[C:5]([CH:25]([CH2:28][CH3:29])[CH2:26][CH3:27])=[CH:4][CH:3]=1.B.[O:31]1CCCC1.O.O.O.O.B(O[O-])([O-])[O-].[Na+].[Na+].[Na+].O, predict the reaction product. The product is: [Cl:1][C:2]1[C:10]2[N:9]=[C:8]([NH:11][C:12]3[CH:17]=[N:16][C:15]([N:18]([CH3:19])[CH3:20])=[CH:14][C:13]=3[CH3:21])[N:7]([CH2:22][CH:23]([OH:31])[CH3:24])[C:6]=2[C:5]([CH:25]([CH2:26][CH3:27])[CH2:28][CH3:29])=[CH:4][CH:3]=1.